Regression. Given a peptide amino acid sequence and an MHC pseudo amino acid sequence, predict their binding affinity value. This is MHC class II binding data. From a dataset of Peptide-MHC class II binding affinity with 134,281 pairs from IEDB. (1) The peptide sequence is AGWLAFFRDLVARGL. The MHC is DRB1_1101 with pseudo-sequence DRB1_1101. The binding affinity (normalized) is 0.662. (2) The peptide sequence is NPMTVFWSKMAQSMT. The MHC is HLA-DQA10102-DQB10502 with pseudo-sequence HLA-DQA10102-DQB10502. The binding affinity (normalized) is 0.193. (3) The peptide sequence is TQAFSAHGSGREVID. The MHC is DRB1_0301 with pseudo-sequence DRB1_0301. The binding affinity (normalized) is 0.275. (4) The peptide sequence is PCSFGGVSVITPGTN. The MHC is DRB1_0101 with pseudo-sequence DRB1_0101. The binding affinity (normalized) is 0.715. (5) The peptide sequence is EWATPFPHRKGVLFN. The MHC is HLA-DPA10103-DPB10301 with pseudo-sequence HLA-DPA10103-DPB10301. The binding affinity (normalized) is 0.226. (6) The MHC is DRB1_0802 with pseudo-sequence DRB1_0802. The binding affinity (normalized) is 0.676. The peptide sequence is TLWQRPLVTIKIGGQLKEAL. (7) The peptide sequence is PDNVKPIYIVTPTNA. The MHC is HLA-DQA10501-DQB10201 with pseudo-sequence HLA-DQA10501-DQB10201. The binding affinity (normalized) is 0.147.